From a dataset of Forward reaction prediction with 1.9M reactions from USPTO patents (1976-2016). Predict the product of the given reaction. (1) Given the reactants [F:1][C:2]1[CH:3]=[C:4]([CH:8]=[CH:9][C:10]=1[O:11][C:12]([F:15])([F:14])[F:13])[C:5]([OH:7])=[O:6].S(Cl)(Cl)=O.C(=O)(O)[O-].[Na+].[CH2:25](O)[CH3:26], predict the reaction product. The product is: [F:1][C:2]1[CH:3]=[C:4]([CH:8]=[CH:9][C:10]=1[O:11][C:12]([F:13])([F:14])[F:15])[C:5]([O:7][CH2:25][CH3:26])=[O:6]. (2) The product is: [CH3:19][C:10]([C:4]1[CH:5]=[CH:6][C:7]([F:9])=[CH:8][C:3]=1[CH2:2][O:24][C:21](=[O:23])[CH3:22])([CH3:20])[CH2:11][C@:12]1([C:15]([F:18])([F:17])[F:16])[CH2:14][O:13]1. Given the reactants Br[CH2:2][C:3]1[CH:8]=[C:7]([F:9])[CH:6]=[CH:5][C:4]=1[C:10]([CH3:20])([CH3:19])[CH2:11][C@:12]1([C:15]([F:18])([F:17])[F:16])[CH2:14][O:13]1.[C:21]([O-:24])(=[O:23])[CH3:22].[Na+].C(=O)(O)[O-].[Na+], predict the reaction product. (3) The product is: [N:25]([C@H:7]1[C:8]([F:22])([F:21])[CH2:9][CH2:10][CH2:11][C@H:12]1[NH:13][C:14](=[O:15])[O:16][C:17]([CH3:20])([CH3:19])[CH3:18])=[N+:26]=[N-:27]. Given the reactants FC(F)(F)S(O[C@H:7]1[C@H:12]([NH:13][C:14]([O:16][C:17]([CH3:20])([CH3:19])[CH3:18])=[O:15])[CH2:11][CH2:10][CH2:9][C:8]1([F:22])[F:21])(=O)=O.[N-:25]=[N+:26]=[N-:27].[Na+], predict the reaction product.